From a dataset of Reaction yield outcomes from USPTO patents with 853,638 reactions. Predict the reaction yield, written as a fraction of the theoretical maximum amount of product (1.0 means a 100% yield; for example, 0.34 means a 34% yield). (1) The reactants are [C:1]([C:3]1[CH:4]=[N:5][CH:6]=[N:7][CH:8]=1)#[N:2].C[O-].[Na+].[C:12](O)(=[O:14])C. The catalyst is CO.CCOCC. The product is [CH3:12][O:14][C:1]([C:3]1[CH:4]=[N:5][CH:6]=[N:7][CH:8]=1)=[NH:2]. The yield is 0.750. (2) The reactants are [CH3:1][C:2]1[CH:6]=[C:5]([CH2:7][C:8]([OH:10])=[O:9])[O:4][N:3]=1.[CH3:11][CH2:12]O.OS(O)(=O)=O. No catalyst specified. The product is [CH3:1][C:2]1[CH:6]=[C:5]([CH2:7][C:8]([O:10][CH2:11][CH3:12])=[O:9])[O:4][N:3]=1. The yield is 0.970. (3) The reactants are [CH3:1][O:2][C:3](=[O:20])[CH2:4][CH:5]([NH2:19])[C:6]1[CH:11]=[CH:10][C:9]([O:12][CH:13]([F:15])[F:14])=[C:8]([O:16][CH2:17][CH3:18])[CH:7]=1.C([O:23][C:24](=O)[C:25]1[C:30]([N+:31]([O-:33])=[O:32])=[CH:29][CH:28]=[CH:27][C:26]=1[CH2:34]Br)C.C(N(CC)CC)C. The catalyst is CN(C=O)C. The product is [CH3:1][O:2][C:3](=[O:20])[CH2:4][CH:5]([C:6]1[CH:11]=[CH:10][C:9]([O:12][CH:13]([F:14])[F:15])=[C:8]([O:16][CH2:17][CH3:18])[CH:7]=1)[N:19]1[CH2:34][C:26]2[C:25](=[C:30]([N+:31]([O-:33])=[O:32])[CH:29]=[CH:28][CH:27]=2)[C:24]1=[O:23]. The yield is 0.810. (4) The reactants are [CH3:1][C@H:2]1[CH2:7][NH:6][CH2:5][CH2:4][NH:3]1.[C:8](Cl)([C:21]1[CH:26]=[CH:25][CH:24]=[CH:23][CH:22]=1)([C:15]1[CH:20]=[CH:19][CH:18]=[CH:17][CH:16]=1)[C:9]1[CH:14]=[CH:13][CH:12]=[CH:11][CH:10]=1. The catalyst is ClCCl. The product is [CH3:1][C@@H:2]1[NH:3][CH2:4][CH2:5][N:6]([C:8]([C:9]2[CH:14]=[CH:13][CH:12]=[CH:11][CH:10]=2)([C:21]2[CH:22]=[CH:23][CH:24]=[CH:25][CH:26]=2)[C:15]2[CH:16]=[CH:17][CH:18]=[CH:19][CH:20]=2)[CH2:7]1. The yield is 1.00. (5) The reactants are [C:1]([N:4]1[CH2:9][C@H:8]2[CH2:10][C@@H:5]1[C:6](=[O:11])[O:7]2)(=[O:3])[CH3:2].[NH:12]1[CH2:18][CH2:17][CH2:16][NH:15][CH2:14][CH2:13]1. The catalyst is C(O)(CC)(C)C. The product is [N:12]1([C:6]([C@H:5]2[CH2:10][C@@H:8]([OH:7])[CH2:9][N:4]2[C:1](=[O:3])[CH3:2])=[O:11])[CH2:18][CH2:17][CH2:16][NH:15][CH2:14][CH2:13]1. The yield is 0.720. (6) The reactants are [Cl:1][C:2]1[CH:15]=[CH:14][C:5]([NH:6]C(OC(C)(C)C)=O)=[CH:4][CH:3]=1.[F:16][C:17]1[C:25]([F:26])=[CH:24][CH:23]=[CH:22][C:18]=1[C:19](Cl)=[O:20]. No catalyst specified. The product is [NH2:6][C:5]1[CH:4]=[CH:3][C:2]([Cl:1])=[CH:15][C:14]=1[C:19]([C:18]1[CH:22]=[CH:23][CH:24]=[C:25]([F:26])[C:17]=1[F:16])=[O:20]. The yield is 0.140.